This data is from Full USPTO retrosynthesis dataset with 1.9M reactions from patents (1976-2016). The task is: Predict the reactants needed to synthesize the given product. (1) Given the product [CH3:28][C:27]1[CH:26]=[CH:25][N:24]=[CH:23][C:22]=1[N:19]1[CH2:20][CH2:21][N:17]([C:15]2[S:16][C:12]3[CH:11]=[CH:10][N:9]=[C:8]([CH3:1])[C:13]=3[CH:14]=2)[C:18]1=[O:29], predict the reactants needed to synthesize it. The reactants are: [C:1](=O)([O-])[O-].[K+].[K+].Cl[C:8]1[C:13]2[CH:14]=[C:15]([N:17]3[CH2:21][CH2:20][N:19]([C:22]4[CH:23]=[N:24][CH:25]=[CH:26][C:27]=4[CH3:28])[C:18]3=[O:29])[S:16][C:12]=2[CH:11]=[CH:10][N:9]=1.CB(O)O.CO. (2) The reactants are: [CH:1]1([CH2:6][C@H:7]([CH2:11][N:12]([CH:21]=[O:22])[O:13][CH2:14][C:15]2[CH:20]=[CH:19][CH:18]=[CH:17][CH:16]=2)[C:8]([OH:10])=O)[CH2:5][CH2:4][CH2:3][CH2:2]1.[CH3:23][C@@H:24]1[N:29]([CH3:30])[CH2:28][CH2:27][N:26]([C:31]2[C:36]([F:37])=[C:35]([NH:38][NH2:39])[N:34]=[C:33]([CH3:40])[N:32]=2)[CH2:25]1.CN1CCOCC1.C1C=NC2N(O)N=NC=2C=1.C(Cl)CCl. Given the product [CH:1]1([CH2:6][C@@H:7]([C:8]([NH:39][NH:38][C:35]2[C:36]([F:37])=[C:31]([N:26]3[CH2:27][CH2:28][N:29]([CH3:30])[C@@H:24]([CH3:23])[CH2:25]3)[N:32]=[C:33]([CH3:40])[N:34]=2)=[O:10])[CH2:11][N:12]([O:13][CH2:14][C:15]2[CH:20]=[CH:19][CH:18]=[CH:17][CH:16]=2)[CH:21]=[O:22])[CH2:2][CH2:3][CH2:4][CH2:5]1, predict the reactants needed to synthesize it.